From a dataset of Blood-brain barrier penetration binary classification data from Martins et al.. Regression/Classification. Given a drug SMILES string, predict its absorption, distribution, metabolism, or excretion properties. Task type varies by dataset: regression for continuous measurements (e.g., permeability, clearance, half-life) or binary classification for categorical outcomes (e.g., BBB penetration, CYP inhibition). Dataset: bbb_martins. (1) The compound is CCCCOCC(CN1C(=O)N(CC(COCCCC)OC(N)=O)C(=O)C(CC)(c2ccccc2)C1=O)OC(N)=O. The result is 1 (penetrates BBB). (2) The compound is Nc1nc(=O)c2ncn(CCC(CO)CO)c2[nH]1. The result is 1 (penetrates BBB). (3) The molecule is CC(C)NNC(=O)c1ccncc1. The result is 1 (penetrates BBB). (4) The molecule is NCC1CC(=O)N(Cc2ccccc2)C1. The result is 1 (penetrates BBB). (5) The drug is O=c1[nH]c2cc(Cl)c(Cl)c([N+](=O)[O-])c2[nH]c1=O. The result is 1 (penetrates BBB). (6) The molecule is C=CCC(N)c1ccccc1-c1noc2ccccc12. The result is 1 (penetrates BBB). (7) The compound is CC[C@H](NC(=O)c1c(OCCNC(=O)Cc2ccccc2C(=O)O)c(-c2ccccc2)nc2ccccc12)c1ccccc1. The result is 0 (does not penetrate BBB).